From a dataset of Full USPTO retrosynthesis dataset with 1.9M reactions from patents (1976-2016). Predict the reactants needed to synthesize the given product. Given the product [CH3:1][C:2]1[CH:7]=[CH:6][C:5]([C:8]2[N:12]=[C:11]([N:17]3[CH2:21][CH2:20][C@H:19]([NH:22][C:23](=[O:29])[O:24][C:25]([CH3:27])([CH3:26])[CH3:28])[CH2:18]3)[O:10][N:9]=2)=[CH:4][CH:3]=1, predict the reactants needed to synthesize it. The reactants are: [CH3:1][C:2]1[CH:7]=[CH:6][C:5]([C:8]2[N:12]=[C:11](C(Cl)(Cl)Cl)[O:10][N:9]=2)=[CH:4][CH:3]=1.[NH:17]1[CH2:21][CH2:20][C@H:19]([NH:22][C:23](=[O:29])[O:24][C:25]([CH3:28])([CH3:27])[CH3:26])[CH2:18]1.